Dataset: Full USPTO retrosynthesis dataset with 1.9M reactions from patents (1976-2016). Task: Predict the reactants needed to synthesize the given product. (1) Given the product [CH3:6][O:5][C:3]([C:2]1[C:1](=[O:8])[NH:20][C:21]2[C:26]([CH:27]=1)=[CH:25][CH:24]=[C:23]([N:29]1[CH2:30][CH2:31][N:32]([CH3:35])[CH2:33][CH2:34]1)[N:22]=2)=[O:4], predict the reactants needed to synthesize it. The reactants are: [C:1]([O:8]C)(=O)[CH2:2][C:3]([O:5][CH3:6])=[O:4].N1CCCCC1.C(O)(=O)C.[NH2:20][C:21]1[C:26]([CH:27]=O)=[CH:25][CH:24]=[C:23]([N:29]2[CH2:34][CH2:33][N:32]([CH3:35])[CH2:31][CH2:30]2)[N:22]=1. (2) Given the product [O:15]=[C:2]1[C:3](=[N:23][NH:22][C:21]2[CH:20]=[CH:19][C:18]([S:24](=[O:26])(=[O:25])[NH2:27])=[CH:17][CH:16]=2)[C:4]2[C:9](=[CH:8][CH:7]=[C:6]([S:10]([NH2:13])(=[O:12])=[O:11])[CH:5]=2)[NH:1]1, predict the reactants needed to synthesize it. The reactants are: [NH:1]1[C:9]2[C:4](=[CH:5][C:6]([S:10]([NH2:13])(=[O:12])=[O:11])=[CH:7][CH:8]=2)[C:3](=O)[C:2]1=[O:15].[CH:16]1[C:21]([NH:22][NH2:23])=[CH:20][CH:19]=[C:18]([S:24]([NH2:27])(=[O:26])=[O:25])[CH:17]=1.Cl. (3) The reactants are: [C:1]([NH:4][C:5]1[CH:6]=[C:7]([N:20]2[CH2:25][CH2:24][N:23]([C:26]([O:28][C:29]([CH3:32])([CH3:31])[CH3:30])=[O:27])[CH2:22][CH2:21]2)[CH:8]=[CH:9][C:10]=1[S:11]([C:14]1[CH:19]=[CH:18][CH:17]=[CH:16][CH:15]=1)(=[O:13])=[O:12])(=O)[CH3:2]. Given the product [CH2:1]([NH:4][C:5]1[CH:6]=[C:7]([N:20]2[CH2:21][CH2:22][N:23]([C:26]([O:28][C:29]([CH3:30])([CH3:32])[CH3:31])=[O:27])[CH2:24][CH2:25]2)[CH:8]=[CH:9][C:10]=1[S:11]([C:14]1[CH:15]=[CH:16][CH:17]=[CH:18][CH:19]=1)(=[O:13])=[O:12])[CH3:2], predict the reactants needed to synthesize it. (4) Given the product [N:11]1([CH2:16][C:17]([N:19]2[CH2:23][C:22](=[O:24])[CH2:21][C@H:20]2[C:25]([NH:27][C:28]2[CH:29]=[CH:30][C:31]([O:34][C:35]3[CH:36]=[CH:37][C:38]([F:41])=[CH:39][CH:40]=3)=[CH:32][CH:33]=2)=[O:26])=[O:18])[CH:15]=[N:14][CH:13]=[N:12]1, predict the reactants needed to synthesize it. The reactants are: CS(C)=O.C(Cl)(=O)C(Cl)=O.[N:11]1([CH2:16][C:17]([N:19]2[CH2:23][C@H:22]([OH:24])[CH2:21][C@H:20]2[C:25]([NH:27][C:28]2[CH:33]=[CH:32][C:31]([O:34][C:35]3[CH:40]=[CH:39][C:38]([F:41])=[CH:37][CH:36]=3)=[CH:30][CH:29]=2)=[O:26])=[O:18])[CH:15]=[N:14][CH:13]=[N:12]1.C(N(CC)CC)C.[Cl-].[NH4+]. (5) Given the product [OH:17][NH:16][C:10](=[O:11])[CH2:9][C:5]1[CH:6]=[C:7]([I:8])[C:2]([NH2:1])=[C:3]([I:15])[CH:4]=1, predict the reactants needed to synthesize it. The reactants are: [NH2:1][C:2]1[C:7]([I:8])=[CH:6][C:5]([CH2:9][C:10](OCC)=[O:11])=[CH:4][C:3]=1[I:15].[NH2:16][OH:17]. (6) The reactants are: [OH-].[NH4+:2].[NH3:3].C(O[C:7](OCC)(OCC)[CH2:8][CH3:9])C.[Cl:16][C:17]1[CH:18]=[C:19]([C:23](=O)[CH2:24][C:25]([O:27]CC)=O)[CH:20]=[CH:21][CH:22]=1. Given the product [Cl:16][C:17]1[CH:18]=[C:19]([C:23]2[N:3]=[C:7]([CH2:8][CH3:9])[NH:2][C:25](=[O:27])[CH:24]=2)[CH:20]=[CH:21][CH:22]=1, predict the reactants needed to synthesize it. (7) Given the product [O:30]=[C:29]1[N:24]([O:6][C:1](=[O:7])[CH2:2][CH2:3][C:4]#[CH:5])[N:25]=[N:26][C:27]2[CH:34]=[CH:33][CH:32]=[CH:31][C:28]1=2, predict the reactants needed to synthesize it. The reactants are: [C:1]([OH:7])(=[O:6])[C:2]#[C:3][CH2:4][CH3:5].C1(N=C=NC2CCCCC2)CCCCC1.O[N:24]1[C:29](=[O:30])[C:28]2[CH:31]=[CH:32][CH:33]=[CH:34][C:27]=2[N:26]=[N:25]1. (8) Given the product [Cl:14][C:11]1[CH:12]=[CH:13][C:8]([C:7]2[CH:6]=[CH:5][N:4]3[C:15](=[O:30])[N:16]([CH2:18][C:19]4[C:20]([CH3:29])=[N:21][C:22]([C:25]([F:27])([F:28])[F:26])=[CH:23][CH:24]=4)[N:17]=[C:3]3[C:2]=2[C:36]2[CH:35]=[N:34][C:33]([O:32][CH3:31])=[N:38][CH:37]=2)=[CH:9][CH:10]=1, predict the reactants needed to synthesize it. The reactants are: Br[C:2]1[C:3]2[N:4]([C:15](=[O:30])[N:16]([CH2:18][C:19]3[C:20]([CH3:29])=[N:21][C:22]([C:25]([F:28])([F:27])[F:26])=[CH:23][CH:24]=3)[N:17]=2)[CH:5]=[CH:6][C:7]=1[C:8]1[CH:13]=[CH:12][C:11]([Cl:14])=[CH:10][CH:9]=1.[CH3:31][O:32][C:33]1[N:38]=[C:37](B(O)O)[CH:36]=[CH:35][N:34]=1.C(Cl)Cl.[O-]P([O-])([O-])=O.[K+].[K+].[K+]. (9) Given the product [CH2:21]([O:28][C:29]1[CH:34]=[CH:33][C:32]([O:35][CH2:16][CH2:15][CH2:14][O:13][C:10]2[CH:9]=[CH:8][C:7]([CH2:6][C@H:5]([O:18][CH3:19])[C:4]([OH:3])=[O:20])=[CH:12][CH:11]=2)=[CH:31][CH:30]=1)[CH2:22][CH2:23][CH2:24][CH2:25][CH2:26][CH3:27], predict the reactants needed to synthesize it. The reactants are: C([O:3][C:4](=[O:20])[C@@H:5]([O:18][CH3:19])[CH2:6][C:7]1[CH:12]=[CH:11][C:10]([O:13][CH2:14][CH2:15][CH2:16]Br)=[CH:9][CH:8]=1)C.[CH2:21]([O:28][C:29]1[CH:34]=[CH:33][C:32]([OH:35])=[CH:31][CH:30]=1)[CH2:22][CH2:23][CH2:24][CH2:25][CH2:26][CH3:27].[OH-].[Na+]. (10) Given the product [Cl:13][C:12]1[C:7]2[N:6]=[C:5]([NH:29][C:25]3[C:26]([CH3:28])=[CH:27][C:22]([N:21]([CH3:30])[CH3:20])=[N:23][CH:24]=3)[N:4]([CH2:1][CH:2]=[CH2:3])[C:8]=2[C:9]([CH:14]([CH2:17][CH3:18])[CH2:15][CH3:16])=[CH:10][CH:11]=1, predict the reactants needed to synthesize it. The reactants are: [CH2:1]([N:4]1[C:8]2[C:9]([CH:14]([CH2:17][CH3:18])[CH2:15][CH3:16])=[CH:10][CH:11]=[C:12]([Cl:13])[C:7]=2[N:6]=[C:5]1Cl)[CH:2]=[CH2:3].[CH3:20][N:21]([CH3:30])[C:22]1[CH:27]=[C:26]([CH3:28])[C:25]([NH2:29])=[CH:24][N:23]=1.O.C1(C)C=CC(S(O)(=O)=O)=CC=1.